Dataset: Forward reaction prediction with 1.9M reactions from USPTO patents (1976-2016). Task: Predict the product of the given reaction. (1) Given the reactants [CH3:1][N:2]1[C:6]([C:7]2[S:8][C:9]([C:12]([O:14]CC)=[O:13])=[CH:10][N:11]=2)=[CH:5][CH:4]=[N:3]1.[OH-].[Na+].Cl, predict the reaction product. The product is: [CH3:1][N:2]1[C:6]([C:7]2[S:8][C:9]([C:12]([OH:14])=[O:13])=[CH:10][N:11]=2)=[CH:5][CH:4]=[N:3]1. (2) Given the reactants [H-].[Na+].F[C:4]1[C:13]2[C:8](=[CH:9][C:10]([C@H]3CC[C@H](CCC)CC3)=[CH:11][CH:12]=2)[CH:7]=[CH:6][C:5]=1O.Br[C:25]1[CH:26]=[C:27]2[C:32](=[CH:33][CH:34]=1)C=C(OC)C=C2.[Mg].C(C1CCC=CC1)CC, predict the reaction product. The product is: [C:4]1([C:25]2[CH2:26][CH2:27][CH2:32][CH2:33][CH:34]=2)[C:13]2[C:8](=[CH:9][CH:10]=[CH:11][CH:12]=2)[CH:7]=[CH:6][CH:5]=1. (3) The product is: [C:5]1([C:11]2[CH:20]=[C:19]3[C:14]([CH2:15][CH2:16][CH2:17][N:18]3[C:21]3[CH:26]=[CH:25][N:24]=[C:23]([NH:27][CH:28]4[CH2:33][CH2:32][N:31]([C:1](=[O:4])[CH3:2])[CH2:30][CH2:29]4)[N:22]=3)=[CH:13][N:12]=2)[CH:10]=[CH:9][CH:8]=[CH:7][CH:6]=1. Given the reactants [C:1]([OH:4])(=O)[CH3:2].[C:5]1([C:11]2[CH:20]=[C:19]3[C:14]([CH2:15][CH2:16][CH2:17][N:18]3[C:21]3[CH:26]=[CH:25][N:24]=[C:23]([NH:27][CH:28]4[CH2:33][CH2:32][NH:31][CH2:30][CH2:29]4)[N:22]=3)=[CH:13][N:12]=2)[CH:10]=[CH:9][CH:8]=[CH:7][CH:6]=1, predict the reaction product. (4) Given the reactants [F:1][C:2]1[C:3]([O:27][CH3:28])=[C:4]([CH:9]2[CH2:14][CH2:13][N:12]([C:15]3[C:16]([C:23]([F:26])([F:25])[F:24])=[C:17]([NH:21][NH2:22])[N:18]=[N:19][CH:20]=3)[CH2:11][CH2:10]2)[C:5]([F:8])=[CH:6][CH:7]=1.C1COCC1.[F:34][C:35]([F:41])([F:40])[CH2:36][C:37](Cl)=[O:38], predict the reaction product. The product is: [F:1][C:2]1[C:3]([O:27][CH3:28])=[C:4]([CH:9]2[CH2:14][CH2:13][N:12]([C:15]3[C:16]([C:23]([F:24])([F:25])[F:26])=[C:17]([NH:21][NH:22][C:37](=[O:38])[CH2:36][C:35]([F:41])([F:40])[F:34])[N:18]=[N:19][CH:20]=3)[CH2:11][CH2:10]2)[C:5]([F:8])=[CH:6][CH:7]=1. (5) Given the reactants [CH3:1][C:2]1[CH:7]=[C:6]([C:8]2[CH:13]=[CH:12][CH:11]=[C:10]([C:14]#[N:15])[CH:9]=2)[N:5]=[C:4]([NH2:16])[N:3]=1.C1C(=O)N([I:24])C(=O)C1, predict the reaction product. The product is: [I:24][C:7]1[C:2]([CH3:1])=[N:3][C:4]([NH2:16])=[N:5][C:6]=1[C:8]1[CH:13]=[CH:12][CH:11]=[C:10]([C:14]#[N:15])[CH:9]=1. (6) The product is: [CH3:1][O:2][C:3](=[O:19])[C:4]1[CH:12]=[C:11]([O:13][C@@H:14]([CH3:18])[CH2:15][O:16][CH3:17])[CH:10]=[C:6]([CH2:7][OH:8])[CH:5]=1. Given the reactants [CH3:1][O:2][C:3](=[O:19])[C:4]1[CH:12]=[C:11]([O:13][C@@H:14]([CH3:18])[CH2:15][O:16][CH3:17])[CH:10]=[C:6]([C:7](O)=[O:8])[CH:5]=1.O, predict the reaction product. (7) Given the reactants [CH:1]([C:3]1[CH:4]=[CH:5][C:6]([N+:28]([O-:30])=[O:29])=[C:7]([NH:9][C:10]2[S:11][C:12]([C:25]([NH2:27])=[O:26])=[C:13]([C:15]3[CH:20]=[CH:19][CH:18]=[C:17]([C:21]([F:24])([F:23])[F:22])[CH:16]=3)[N:14]=2)[CH:8]=1)=O.[CH3:31][N:32]1[CH2:37][CH2:36][NH:35][CH2:34][CH2:33]1.C(O[BH-](OC(=O)C)OC(=O)C)(=O)C.[Na+], predict the reaction product. The product is: [CH3:31][N:32]1[CH2:37][CH2:36][N:35]([CH2:1][C:3]2[CH:4]=[CH:5][C:6]([N+:28]([O-:30])=[O:29])=[C:7]([NH:9][C:10]3[S:11][C:12]([C:25]([NH2:27])=[O:26])=[C:13]([C:15]4[CH:20]=[CH:19][CH:18]=[C:17]([C:21]([F:23])([F:22])[F:24])[CH:16]=4)[N:14]=3)[CH:8]=2)[CH2:34][CH2:33]1. (8) Given the reactants Br[C:2]1[N:7]=[C:6]([C:8]([NH:10][C:11]2[CH:12]=[N:13][CH:14]=[CH:15][C:16]=2[C@@H:17]2[CH2:22][C@H:21]([CH3:23])[CH2:20][C@H:19]([NH:24]C(=O)OC(C)(C)C)[CH2:18]2)=[O:9])[CH:5]=[CH:4][C:3]=1[F:32].[F:33][C:34]1[C:39]([OH:40])=[CH:38][CH:37]=[C:36]([F:41])[C:35]=1B(O)O.[F-].[K+].P(C(C)(C)C)(C(C)(C)C)C(C)(C)C, predict the reaction product. The product is: [NH2:24][C@H:19]1[CH2:20][C@@H:21]([CH3:23])[CH2:22][C@@H:17]([C:16]2[CH:15]=[CH:14][N:13]=[CH:12][C:11]=2[NH:10][C:8](=[O:9])[C:6]2[CH:5]=[CH:4][C:3]([F:32])=[C:2]([C:35]3[C:36]([F:41])=[CH:37][CH:38]=[C:39]([OH:40])[C:34]=3[F:33])[N:7]=2)[CH2:18]1. (9) The product is: [Cl:23][C:24]1[CH:42]=[CH:41][C:27]([O:28][C:29]2[C:30](=[O:31])[NH:8][C:7]([CH:10]3[CH2:15][CH2:14][N:13]([C:16]([O:18][C:19]([CH3:22])([CH3:21])[CH3:20])=[O:17])[CH2:12][CH2:11]3)=[N:9][C:35]=2[C:36]([F:37])([F:39])[F:38])=[CH:26][C:25]=1[C:43]([F:44])([F:45])[F:46]. Given the reactants C(=O)([O-])[O-].[K+].[K+].[C:7]([CH:10]1[CH2:15][CH2:14][N:13]([C:16]([O:18][C:19]([CH3:22])([CH3:21])[CH3:20])=[O:17])[CH2:12][CH2:11]1)(=[NH:9])[NH2:8].[Cl:23][C:24]1[CH:42]=[CH:41][C:27]([O:28][CH:29]([C:35](=O)[C:36]([F:39])([F:38])[F:37])[C:30](OCC)=[O:31])=[CH:26][C:25]=1[C:43]([F:46])([F:45])[F:44], predict the reaction product. (10) Given the reactants [C:1]([NH:6][C:7]1[CH:8]=[CH:9][C:10]([CH3:26])=[C:11]([CH:13]2[CH2:18][CH2:17][N:16](C(OC(C)(C)C)=O)[CH2:15][CH2:14]2)[CH:12]=1)(=[O:5])[CH:2]([CH3:4])[CH3:3].C(O)(C(F)(F)F)=O, predict the reaction product. The product is: [CH3:3][CH:2]([CH3:4])[C:1]([NH:6][C:7]1[CH:8]=[CH:9][C:10]([CH3:26])=[C:11]([CH:13]2[CH2:18][CH2:17][NH:16][CH2:15][CH2:14]2)[CH:12]=1)=[O:5].